Task: Predict the product of the given reaction.. Dataset: Forward reaction prediction with 1.9M reactions from USPTO patents (1976-2016) (1) Given the reactants [Cl:1][C:2]1[C:10]2[N:9]=[C:8]3[N:11]([C:15]4[CH:20]=[CH:19][C:18]([O:21][CH3:22])=[CH:17][C:16]=4[Cl:23])[CH2:12][CH2:13][CH2:14][N:7]3[C:6]=2[C:5]([CH:24]([OH:27])[CH2:25][CH3:26])=[CH:4][CH:3]=1.N(C(N1CCCCC1)=O)=NC(N1CCCCC1)=O.C(P(CCCC)CCCC)CCC.[F:59][C:60]([F:64])([F:63])[CH2:61]O, predict the reaction product. The product is: [Cl:1][C:2]1[C:10]2[N:9]=[C:8]3[N:11]([C:15]4[CH:20]=[CH:19][C:18]([O:21][CH3:22])=[CH:17][C:16]=4[Cl:23])[CH2:12][CH2:13][CH2:14][N:7]3[C:6]=2[C:5]([CH:24]([O:27][CH2:61][C:60]([F:64])([F:63])[F:59])[CH2:25][CH3:26])=[CH:4][CH:3]=1. (2) Given the reactants C([O:3][C:4]([C:6]1[S:10][C:9]([NH:11][C:12](=[O:29])[CH2:13][C:14]2[CH:22]=[CH:21][CH:20]=[C:19]3[C:15]=2[CH:16]=[N:17][N:18]3[CH:23]2[CH2:28][CH2:27][CH2:26][CH2:25][O:24]2)=[N:8][C:7]=1[CH3:30])=[O:5])C.O.[OH-].[Li+].C(O)C.Cl, predict the reaction product. The product is: [CH3:30][C:7]1[N:8]=[C:9]([NH:11][C:12](=[O:29])[CH2:13][C:14]2[CH:22]=[CH:21][CH:20]=[C:19]3[C:15]=2[CH:16]=[N:17][N:18]3[CH:23]2[CH2:28][CH2:27][CH2:26][CH2:25][O:24]2)[S:10][C:6]=1[C:4]([OH:5])=[O:3]. (3) Given the reactants [CH3:1][CH:2]1[CH2:8][C:7]2[CH:9]=[C:10]3[O:15][CH2:14][O:13][C:11]3=[CH:12][C:6]=2[C:5]([C:16]2[CH:21]=[CH:20][C:19]([N+:22]([O-:24])=[O:23])=[CH:18][CH:17]=2)=[N:4][N:3]1[C:25](=[S:27])[NH2:26].Br.Br[CH2:30][CH2:31]N.CN(C)C=O, predict the reaction product. The product is: [S:27]1[CH2:31][CH2:30][N:26]=[C:25]1[N:3]1[CH:2]([CH3:1])[CH2:8][C:7]2[CH:9]=[C:10]3[O:15][CH2:14][O:13][C:11]3=[CH:12][C:6]=2[C:5]([C:16]2[CH:17]=[CH:18][C:19]([N+:22]([O-:24])=[O:23])=[CH:20][CH:21]=2)=[N:4]1. (4) Given the reactants [N-:1]=[N+:2]=[N-:3].[Na+].Cl[CH2:6][C:7]1[NH:11][C:10]2[CH:12]=[CH:13][CH:14]=[CH:15][C:9]=2[N:8]=1.[CH3:16][C:17]1[CH:24]=[CH:23][C:22]([CH3:25])=[CH:21][C:18]=1[CH2:19]Br.C(=O)([O-])[O-].[K+].[K+], predict the reaction product. The product is: [N:1]([CH2:6][C:7]1[N:11]([CH2:19][C:18]2[CH:21]=[C:22]([CH3:25])[CH:23]=[CH:24][C:17]=2[CH3:16])[C:10]2[CH:12]=[CH:13][CH:14]=[CH:15][C:9]=2[N:8]=1)=[N+:2]=[N-:3].